Predict the product of the given reaction. From a dataset of Forward reaction prediction with 1.9M reactions from USPTO patents (1976-2016). Given the reactants [CH2:1]([N:3]1[C:7]2=[N:8][C:9]([CH2:33][CH3:34])=[C:10]([CH2:19][NH:20][C:21]([C:23]3[CH:24]=[C:25]([CH:30]=[CH:31][CH:32]=3)[C:26]([O:28]C)=[O:27])=[O:22])[C:11]([NH:12][CH:13]3[CH2:18][CH2:17][O:16][CH2:15][CH2:14]3)=[C:6]2[CH:5]=[N:4]1)[CH3:2].[OH-].[Li+].Cl, predict the reaction product. The product is: [CH2:1]([N:3]1[C:7]2=[N:8][C:9]([CH2:33][CH3:34])=[C:10]([CH2:19][NH:20][C:21]([C:23]3[CH:24]=[C:25]([CH:30]=[CH:31][CH:32]=3)[C:26]([OH:28])=[O:27])=[O:22])[C:11]([NH:12][CH:13]3[CH2:18][CH2:17][O:16][CH2:15][CH2:14]3)=[C:6]2[CH:5]=[N:4]1)[CH3:2].